This data is from Peptide-MHC class I binding affinity with 185,985 pairs from IEDB/IMGT. The task is: Regression. Given a peptide amino acid sequence and an MHC pseudo amino acid sequence, predict their binding affinity value. This is MHC class I binding data. (1) The peptide sequence is PAPSSSTTTST. The MHC is Mamu-A01 with pseudo-sequence Mamu-A01. The binding affinity (normalized) is 0. (2) The peptide sequence is RVYNNTARY. The MHC is BoLA-T2a with pseudo-sequence BoLA-T2a. The binding affinity (normalized) is 0.275. (3) The peptide sequence is SIKDSMYVI. The MHC is HLA-A02:06 with pseudo-sequence HLA-A02:06. The binding affinity (normalized) is 0.655. (4) The peptide sequence is KEYTYPDSL. The MHC is HLA-A24:02 with pseudo-sequence YSAMYEEKVAHTDENIAYLMFHYYTWAVQAYTGY. The binding affinity (normalized) is 0. (5) The peptide sequence is AAVDLSHFL. The MHC is HLA-B51:01 with pseudo-sequence HLA-B51:01. The binding affinity (normalized) is 0. (6) The peptide sequence is YGREFMGL. The MHC is H-2-Db with pseudo-sequence H-2-Db. The binding affinity (normalized) is 0. (7) The peptide sequence is HFRGFSKSI. The MHC is HLA-A02:01 with pseudo-sequence HLA-A02:01. The binding affinity (normalized) is 0.